This data is from Full USPTO retrosynthesis dataset with 1.9M reactions from patents (1976-2016). The task is: Predict the reactants needed to synthesize the given product. (1) Given the product [Br:1][C:2]1[CH:10]=[C:9]2[C:5]([C:6]([OH:12])([CH3:13])[C:7](=[O:11])[NH:8]2)=[CH:4][CH:3]=1, predict the reactants needed to synthesize it. The reactants are: [Br:1][C:2]1[CH:10]=[C:9]2[C:5]([C:6](=[O:12])[C:7](=[O:11])[NH:8]2)=[CH:4][CH:3]=1.[CH3:13][Mg]Br. (2) Given the product [OH:15][C:16]1[C:28]([C:29]([F:32])([F:31])[F:30])=[CH:27][CH:26]=[C:25]([CH2:33][O:34][C:35]2[CH:40]=[CH:39][C:38]([N:41]([CH3:42])[S:44]([CH3:43])(=[O:46])=[O:45])=[CH:37][CH:36]=2)[C:17]=1[C:18]([O:20][C:21]([CH3:24])([CH3:23])[CH3:22])=[O:19], predict the reactants needed to synthesize it. The reactants are: C(N(CC)CC)C.[Si]([O:15][C:16]1[C:28]([C:29]([F:32])([F:31])[F:30])=[CH:27][CH:26]=[C:25]([CH2:33][O:34][C:35]2[CH:40]=[CH:39][C:38]([NH:41][CH3:42])=[CH:37][CH:36]=2)[C:17]=1[C:18]([O:20][C:21]([CH3:24])([CH3:23])[CH3:22])=[O:19])(C(C)(C)C)(C)C.[CH3:43][S:44](Cl)(=[O:46])=[O:45].[F-].C([N+](CCCC)(CCCC)CCCC)CCC. (3) Given the product [NH2:1][C:3]1[C:8]2[C:9](=[O:33])[N:10]([C:14]3[CH:15]=[C:16]4[C:20](=[C:21]([CH:23]5[CH2:25][CH2:24]5)[CH:22]=3)[N:19]([C:26]3[N:31]=[CH:30][C:29]([CH3:32])=[CH:28][N:27]=3)[CH:18]=[CH:17]4)[CH2:11][CH2:12][O:13][C:7]=2[N:6]=[CH:5][N:4]=1, predict the reactants needed to synthesize it. The reactants are: [NH3:1].Cl[C:3]1[C:8]2[C:9](=[O:33])[N:10]([C:14]3[CH:15]=[C:16]4[C:20](=[C:21]([CH:23]5[CH2:25][CH2:24]5)[CH:22]=3)[N:19]([C:26]3[N:31]=[CH:30][C:29]([CH3:32])=[CH:28][N:27]=3)[CH:18]=[CH:17]4)[CH2:11][CH2:12][O:13][C:7]=2[N:6]=[CH:5][N:4]=1. (4) The reactants are: [OH:1][CH2:2][C:3]1[CH:4]=[N:5][C:6]2[CH:7]=[C:8]3[CH2:24][C:14]4([C:22]5[C:17](=[N:18][CH:19]=[CH:20][CH:21]=5)[NH:16][C:15]4=[O:23])[CH2:13][C:9]3=[CH:10][C:11]=2[N:12]=1. Given the product [O:23]=[C:15]1[NH:16][C:17]2=[N:18][CH:19]=[CH:20][CH:21]=[C:22]2[C:14]21[CH2:13][C:9]1=[CH:10][C:11]3[N:12]=[C:3]([CH:2]=[O:1])[CH:4]=[N:5][C:6]=3[CH:7]=[C:8]1[CH2:24]2, predict the reactants needed to synthesize it. (5) Given the product [CH3:39][S:40]([O:14][CH2:13][CH2:12][C@H:11]1[O:10][C@H:9]([C:15]2[CH:20]=[CH:19][CH:18]=[C:17]([O:21][CH3:22])[C:16]=2[O:23][CH3:24])[C:8]2[CH:25]=[C:26]([Cl:29])[CH:27]=[CH:28][C:7]=2[N:6]2[C:2]([Cl:1])=[C:3]([Cl:30])[N:4]=[C:5]12)(=[O:42])=[O:41], predict the reactants needed to synthesize it. The reactants are: [Cl:1][C:2]1[N:6]2[C:7]3[CH:28]=[CH:27][C:26]([Cl:29])=[CH:25][C:8]=3[C@@H:9]([C:15]3[CH:20]=[CH:19][CH:18]=[C:17]([O:21][CH3:22])[C:16]=3[O:23][CH3:24])[O:10][C@H:11]([CH2:12][CH2:13][OH:14])[C:5]2=[N:4][C:3]=1[Cl:30].C(N(CC)CC)C.Cl[CH2:39][S:40]([O-])(=[O:42])=[O:41].C(=O)([O-])O.[Na+]. (6) Given the product [CH:34]1([C:32]2[CH:33]=[C:28]([CH2:27][OH:26])[CH:29]=[C:30]([C:37]3[CH:38]=[N:39][C:40]([C:43]([F:44])([F:46])[F:45])=[N:41][CH:42]=3)[N:31]=2)[CH2:36][CH2:35]1, predict the reactants needed to synthesize it. The reactants are: CCCC[N+](CCCC)(CCCC)CCCC.[F-].[Si]([O:26][CH2:27][C:28]1[CH:33]=[C:32]([CH:34]2[CH2:36][CH2:35]2)[N:31]=[C:30]([C:37]2[CH:38]=[N:39][C:40]([C:43]([F:46])([F:45])[F:44])=[N:41][CH:42]=2)[CH:29]=1)(C(C)(C)C)(C)C. (7) The reactants are: [F-].C([N+](CCCC)(CCCC)CCCC)CCC.C([Si](C)(C)[O:24][CH2:25][CH2:26][N:27]1[C:31]([CH3:32])=[CH:30][C:29]([C:33]2[CH:34]=[CH:35][C:36]([CH3:56])=[C:37]([NH:39][C:40]([C:42]3[C@H:47]([C:48]4[CH:53]=[CH:52][C:51]([F:54])=[CH:50][CH:49]=4)[CH2:46][C:45](=[O:55])[NH:44][CH:43]=3)=[O:41])[CH:38]=2)=[N:28]1)(C)(C)C. Given the product [OH:24][CH2:25][CH2:26][N:27]1[C:31]([CH3:32])=[CH:30][C:29]([C:33]2[CH:34]=[CH:35][C:36]([CH3:56])=[C:37]([NH:39][C:40]([C:42]3[C@H:47]([C:48]4[CH:49]=[CH:50][C:51]([F:54])=[CH:52][CH:53]=4)[CH2:46][C:45](=[O:55])[NH:44][CH:43]=3)=[O:41])[CH:38]=2)=[N:28]1, predict the reactants needed to synthesize it. (8) Given the product [CH3:1][C:2]1[CH:3]=[C:4]([CH:9]=[CH:10][C:11]=1[N:12]1[C:18](=[O:19])[CH2:17][CH2:16][O:15][CH2:14][CH2:13]1)[C:5]([OH:7])=[O:6], predict the reactants needed to synthesize it. The reactants are: [CH3:1][C:2]1[CH:3]=[C:4]([CH:9]=[CH:10][C:11]=1[N:12]1[C:18](=[O:19])[CH2:17][CH2:16][O:15][CH2:14][CH2:13]1)[C:5]([O:7]C)=[O:6].[OH-].[Li+].O. (9) Given the product [C:1]([O:4][CH2:32][CH2:31][O:30][CH2:29][CH2:28][O:27][CH2:26][CH2:25][O:24][CH:22]=[CH2:23])(=[O:3])[CH3:2], predict the reactants needed to synthesize it. The reactants are: [C:1]([O-:4])(=[O:3])[CH3:2].[Na+].C(O)COCCOCCO.C(OC=C)(=O)C.[CH:22]([O:24][CH2:25][CH2:26][O:27][CH2:28][CH2:29][O:30][CH2:31][CH2:32]OC=C)=[CH2:23].C(OCCOCCOCCO)=C. (10) Given the product [OH:2][C:3]1[C:18]([OH:19])=[CH:17][C:6]2[C:7](=[O:16])[CH2:8][C:9]3[CH:15]=[CH:14][CH:13]=[CH:12][C:10]=3[O:11][C:5]=2[CH:4]=1, predict the reactants needed to synthesize it. The reactants are: C[O:2][C:3]1[C:18]([O:19]C)=[CH:17][C:6]2[C:7](=[O:16])[CH2:8][C:9]3[CH:15]=[CH:14][CH:13]=[CH:12][C:10]=3[O:11][C:5]=2[CH:4]=1.Cl.N1C=CC=CC=1.